This data is from Catalyst prediction with 721,799 reactions and 888 catalyst types from USPTO. The task is: Predict which catalyst facilitates the given reaction. (1) Reactant: [Cl:1][C:2]1[CH:7]=[C:6]([Cl:8])[CH:5]=[CH:4][C:3]=1[C:9]1[C:10]([C:18]#[N:19])=[CH:11][C:12]2[N:13]([CH:15]=[N:16][N:17]=2)[CH:14]=1.B.C1COCC1. Product: [Cl:1][C:2]1[CH:7]=[C:6]([Cl:8])[CH:5]=[CH:4][C:3]=1[C:9]1[C:10]([CH2:18][NH2:19])=[CH:11][C:12]2[N:13]([CH:15]=[N:16][N:17]=2)[CH:14]=1. The catalyst class is: 36. (2) The catalyst class is: 7. Reactant: [Cl:1][C:2]1[C:11]2[N:10]([CH3:12])[O:9][C@H:8]3[NH:13][C@H:14]([C:16]([O:18][C@@H:19]4[C@:28]5([OH:29])[C@H:23]([C@H:24]([C:31]([CH3:33])=[CH2:32])[CH2:25][CH2:26][C@H:27]5[CH3:30])[CH:22]=[C:21]([CH3:34])[C@H:20]4[O:35][C:36](=[O:38])[CH3:37])=[O:17])[CH2:15][C@@:7]3([OH:39])[C:6]=2[CH:5]=[CH:4][CH:3]=1.B.C[N+]1([O-])CC[O:45]CC1. Product: [Cl:1][C:2]1[C:11]2[N:10]([CH3:12])[O:9][C@H:8]3[NH:13][C@H:14]([C:16]([O:18][C@@H:19]4[C@:28]5([OH:29])[C@@H:23]([C@H:24]([CH:31]([CH3:33])[CH2:32][OH:45])[CH2:25][CH2:26][C@H:27]5[CH3:30])[CH:22]=[C:21]([CH3:34])[C@H:20]4[O:35][C:36](=[O:38])[CH3:37])=[O:17])[CH2:15][C@@:7]3([OH:39])[C:6]=2[CH:5]=[CH:4][CH:3]=1.